This data is from NCI-60 drug combinations with 297,098 pairs across 59 cell lines. The task is: Regression. Given two drug SMILES strings and cell line genomic features, predict the synergy score measuring deviation from expected non-interaction effect. (1) Drug 1: CC1C(C(CC(O1)OC2CC(CC3=C2C(=C4C(=C3O)C(=O)C5=C(C4=O)C(=CC=C5)OC)O)(C(=O)CO)O)N)O.Cl. Drug 2: CC(CN1CC(=O)NC(=O)C1)N2CC(=O)NC(=O)C2. Cell line: DU-145. Synergy scores: CSS=11.2, Synergy_ZIP=-1.22, Synergy_Bliss=2.15, Synergy_Loewe=1.76, Synergy_HSA=2.12. (2) Drug 1: CC1=CC=C(C=C1)C2=CC(=NN2C3=CC=C(C=C3)S(=O)(=O)N)C(F)(F)F. Drug 2: COCCOC1=C(C=C2C(=C1)C(=NC=N2)NC3=CC=CC(=C3)C#C)OCCOC.Cl. Cell line: NCI-H322M. Synergy scores: CSS=23.9, Synergy_ZIP=4.06, Synergy_Bliss=6.82, Synergy_Loewe=-6.76, Synergy_HSA=5.96. (3) Drug 1: C1CN1P(=S)(N2CC2)N3CC3. Drug 2: C1C(C(OC1N2C=NC3=C2NC=NCC3O)CO)O. Cell line: IGROV1. Synergy scores: CSS=9.12, Synergy_ZIP=-0.640, Synergy_Bliss=0.544, Synergy_Loewe=1.01, Synergy_HSA=0.853. (4) Drug 1: COC1=C(C=C2C(=C1)N=CN=C2NC3=CC(=C(C=C3)F)Cl)OCCCN4CCOCC4. Drug 2: C1CN1P(=S)(N2CC2)N3CC3. Cell line: A498. Synergy scores: CSS=36.3, Synergy_ZIP=6.09, Synergy_Bliss=6.37, Synergy_Loewe=4.32, Synergy_HSA=9.84.